Task: Regression. Given a peptide amino acid sequence and an MHC pseudo amino acid sequence, predict their binding affinity value. This is MHC class I binding data.. Dataset: Peptide-MHC class I binding affinity with 185,985 pairs from IEDB/IMGT (1) The MHC is HLA-A68:01 with pseudo-sequence HLA-A68:01. The peptide sequence is VCEEFFHQK. The binding affinity (normalized) is 0.197. (2) The peptide sequence is APVESMALF. The MHC is HLA-B27:03 with pseudo-sequence HLA-B27:03. The binding affinity (normalized) is 0.0847. (3) The peptide sequence is YLNGGRRGY. The MHC is HLA-A69:01 with pseudo-sequence HLA-A69:01. The binding affinity (normalized) is 0.0847.